This data is from Forward reaction prediction with 1.9M reactions from USPTO patents (1976-2016). The task is: Predict the product of the given reaction. (1) The product is: [CH2:1]([C@@:3]1([C:13]2[CH:18]=[C:17]([N+:20]([O-:22])=[O:21])[CH:16]=[CH:15][C:14]=2[F:19])[C:9]([F:10])([F:11])[CH2:8][O:7][CH2:6][C:5]([NH2:12])=[N:4]1)[CH3:2]. Given the reactants [CH2:1]([C@@:3]1([C:13]2[CH:18]=[CH:17][CH:16]=[CH:15][C:14]=2[F:19])[C:9]([F:11])([F:10])[CH2:8][O:7][CH2:6][C:5]([NH2:12])=[N:4]1)[CH3:2].[N+:20]([O-])([OH:22])=[O:21].[OH-].[Na+], predict the reaction product. (2) Given the reactants [Cl:1][C:2]1[CH:24]=[N:23][C:5]2[N:6](COCC[Si](C)(C)C)[C:7]3[CH:12]=[N:11][C:10]([C:13]#[N:14])=[CH:9][C:8]=3[C:4]=2[CH:3]=1.CCCC[N+](CCCC)(CCCC)CCCC.[F-], predict the reaction product. The product is: [Cl:1][C:2]1[CH:24]=[N:23][C:5]2[NH:6][C:7]3[CH:12]=[N:11][C:10]([C:13]#[N:14])=[CH:9][C:8]=3[C:4]=2[CH:3]=1. (3) Given the reactants [NH:1]1[CH:5]=[C:4]([C:6]([OH:8])=O)[CH:3]=[N:2]1.Cl.CN(C)CCCN=C=NCC.O.ON1C2C=CC=CC=2N=N1.[NH:32]1[CH2:37][CH2:36][O:35][CH2:34][CH2:33]1, predict the reaction product. The product is: [NH:1]1[CH:5]=[C:4]([C:6]([N:32]2[CH2:37][CH2:36][O:35][CH2:34][CH2:33]2)=[O:8])[CH:3]=[N:2]1. (4) Given the reactants C(OC(=O)[NH:7][C@@H:8]1[CH2:13][CH2:12][CH2:11][N:10]([C:14]2[CH:19]=[CH:18][N:17]=[C:16]3[N:20]([CH3:34])[C:21](=[O:33])[N:22]([CH2:23][C:24]4[CH:29]=[CH:28][C:27]([Cl:30])=[CH:26][C:25]=4[C:31]#[N:32])[C:15]=23)[CH2:9]1)(C)(C)C.[F:36][C:37]([F:42])([F:41])[C:38]([OH:40])=[O:39], predict the reaction product. The product is: [F:36][C:37]([F:42])([F:41])[C:38]([OH:40])=[O:39].[NH2:7][C@@H:8]1[CH2:13][CH2:12][CH2:11][N:10]([C:14]2[CH:19]=[CH:18][N:17]=[C:16]3[N:20]([CH3:34])[C:21](=[O:33])[N:22]([CH2:23][C:24]4[CH:29]=[CH:28][C:27]([Cl:30])=[CH:26][C:25]=4[C:31]#[N:32])[C:15]=23)[CH2:9]1.